This data is from Aqueous solubility values for 9,982 compounds from the AqSolDB database. The task is: Regression/Classification. Given a drug SMILES string, predict its absorption, distribution, metabolism, or excretion properties. Task type varies by dataset: regression for continuous measurements (e.g., permeability, clearance, half-life) or binary classification for categorical outcomes (e.g., BBB penetration, CYP inhibition). For this dataset (solubility_aqsoldb), we predict Y. (1) The compound is CC(=O)CC(CC(=O)O)c1ccccc1. The Y is -1.45 log mol/L. (2) The molecule is CCCCCCCC(=O)OCSc1ncnc2[nH]cnc12. The Y is -4.62 log mol/L. (3) The drug is O=C1CCCCCN1C(=O)c1cccc(C(=O)N2CCCCCC2=O)c1. The Y is -3.96 log mol/L. (4) The compound is COC(=O)CC#N. The Y is -0.264 log mol/L. (5) The compound is CCOC(C)OCC. The Y is -0.429 log mol/L. (6) The compound is CCCCN(CCCC)CCCC. The Y is -3.12 log mol/L. (7) The drug is O=C(O)C(O)(CO)CC(O)CO. The Y is 0.610 log mol/L. (8) The compound is CC(=O)Nc1ccc(S(=O)(=O)Nc2ncccn2)cc1. The Y is -3.59 log mol/L. (9) The molecule is C#CC1(O)CCCCC1. The Y is -0.705 log mol/L. (10) The molecule is COC(/C=C\C(OC)OC)OC. The Y is 0.0550 log mol/L.